Task: Predict the product of the given reaction.. Dataset: Forward reaction prediction with 1.9M reactions from USPTO patents (1976-2016) (1) Given the reactants [F:1][C:2]1[C:11]([CH2:12][N:13]2C(=O)C3C(=CC=CC=3)C2=O)=[C:10]([F:24])[CH:9]=[C:8]2[C:3]=1[CH:4]=[CH:5][CH:6]=[N:7]2.O.NN, predict the reaction product. The product is: [F:1][C:2]1[C:11]([CH2:12][NH2:13])=[C:10]([F:24])[CH:9]=[C:8]2[C:3]=1[CH:4]=[CH:5][CH:6]=[N:7]2. (2) Given the reactants [CH3:1][C:2]1[N:6](C(C2C=CC=CC=2)(C2C=CC=CC=2)C2C=CC=CC=2)[N:5]=[C:4]([C:26]2[CH:31]=[CH:30][CH:29]=[C:28]([CH3:32])[N:27]=2)[C:3]=1[C:33]1[CH:38]=[CH:37][N:36]=[C:35]([C:39]2[CH:46]=[CH:45][C:42]([CH:43]=O)=[CH:41][CH:40]=2)[CH:34]=1.[NH:47]1[CH2:52][CH2:51][O:50][CH2:49][CH2:48]1, predict the reaction product. The product is: [CH3:1][C:2]1[NH:6][N:5]=[C:4]([C:26]2[CH:31]=[CH:30][CH:29]=[C:28]([CH3:32])[N:27]=2)[C:3]=1[C:33]1[CH:38]=[CH:37][N:36]=[C:35]([C:39]2[CH:40]=[CH:41][C:42]([CH2:43][N:47]3[CH2:52][CH2:51][O:50][CH2:49][CH2:48]3)=[CH:45][CH:46]=2)[CH:34]=1. (3) Given the reactants [NH2:1][C@H:2]([C@@H:10]([OH:28])[CH2:11][C@@H:12]([NH:20][C:21]([O:23][C:24]([CH3:27])([CH3:26])[CH3:25])=[O:22])[CH2:13][C:14]1[CH:19]=[CH:18][CH:17]=[CH:16][CH:15]=1)[CH2:3][C:4]1[CH:9]=[CH:8][CH:7]=[CH:6][CH:5]=1.[N+](C1C=CC([O:38][C:39]([O:41][CH2:42][C:43]2[S:47][CH:46]=[N:45][CH:44]=2)=O)=CC=1)([O-])=O, predict the reaction product. The product is: [C:24]([O:23][C:21]([NH:20][C@@H:12]([CH2:13][C:14]1[CH:15]=[CH:16][CH:17]=[CH:18][CH:19]=1)[CH2:11][C@H:10]([OH:28])[C@@H:2]([NH:1][C:39]([O:41][CH2:42][C:43]1[S:47][CH:46]=[N:45][CH:44]=1)=[O:38])[CH2:3][C:4]1[CH:5]=[CH:6][CH:7]=[CH:8][CH:9]=1)=[O:22])([CH3:25])([CH3:27])[CH3:26]. (4) Given the reactants [O:1]=[C:2]1[NH:8][C:7]2[C:9]3[C:14]([CH:15]=[CH:16][C:6]=2[N:5]([C:17]2[CH:22]=[CH:21][C:20]([N:23]4[CH:27]=[CH:26][N:25]=[C:24]4[CH2:28][CH2:29][C:30]4[CH:37]=[CH:36][C:33]([C:34]#[N:35])=[CH:32][CH:31]=4)=[CH:19][CH:18]=2)[C:4](=[O:38])[CH2:3]1)=[CH:13][CH:12]=[CH:11][CH:10]=3.C(=O)([O-])[OH:40].[Na+], predict the reaction product. The product is: [O:1]=[C:2]1[NH:8][C:7]2[C:9]3[C:14]([CH:15]=[CH:16][C:6]=2[N:5]([C:17]2[CH:22]=[CH:21][C:20]([N:23]4[CH:27]=[CH:26][N:25]=[C:24]4[CH2:28][CH2:29][C:30]4[CH:31]=[CH:32][C:33]([C:34]([NH2:35])=[O:40])=[CH:36][CH:37]=4)=[CH:19][CH:18]=2)[C:4](=[O:38])[CH2:3]1)=[CH:13][CH:12]=[CH:11][CH:10]=3. (5) The product is: [Br:20][C:10]1[CH:11]=[CH:12][C:13]2[S:14][C:15]3[CH:18]=[CH:19][CH:1]=[C:2]4[C:16]=3[C:17]=2[C:9]=1[C:8]1[C:3]4=[CH:4][CH:5]=[CH:6][CH:7]=1. Given the reactants [CH:1]1[CH:19]=[CH:18][C:15]2=[C:16]3[C:17]4[C:9](=[CH:10][CH:11]=[CH:12][C:13]=4[S:14]2)[C:8]2[C:3](=[CH:4][CH:5]=[CH:6][CH:7]=2)[C:2]=13.[Br:20]Br, predict the reaction product.